Dataset: Forward reaction prediction with 1.9M reactions from USPTO patents (1976-2016). Task: Predict the product of the given reaction. (1) Given the reactants [Cl:1][C:2]1[CH:7]=[CH:6][C:5]([C:8]2[C:17](=[O:18])[C:16]3[C:11](=[C:12]([CH:32]=O)[C:13](OS(C4C(C)=CC(C)=CC=4C)(=O)=O)=[CH:14][CH:15]=3)[O:10][C:9]=2[CH:34]([CH3:36])[CH3:35])=[CH:4][CH:3]=1.S([O-])([O-])(=O)=O.[Mg+2].C([O-])(=O)C.[NH4+:47].O.[NH2:49]N, predict the reaction product. The product is: [Cl:1][C:2]1[CH:7]=[CH:6][C:5]([C:8]2[C:17](=[O:18])[C:16]3[C:11]([O:10][C:9]=2[CH:34]([CH3:36])[CH3:35])=[C:12]2[C:13](=[CH:14][CH:15]=3)[NH:49][N:47]=[CH:32]2)=[CH:4][CH:3]=1. (2) Given the reactants [NH2:1][C:2]1[C:7]([O:8][CH2:9][CH3:10])=[CH:6][C:5]([CH2:11][OH:12])=[CH:4][C:3]=1[O:13][CH2:14][CH3:15], predict the reaction product. The product is: [NH2:1][C:2]1[C:3]([O:13][CH2:14][CH3:15])=[CH:4][C:5]([CH:11]=[O:12])=[CH:6][C:7]=1[O:8][CH2:9][CH3:10]. (3) Given the reactants [CH3:1][C:2]1[CH:7]=[CH:6][C:5]([S:8](Cl)(=[O:10])=[O:9])=[CH:4][CH:3]=1.Cl.[CH3:13][NH:14][CH3:15].C(N(CC)CC)C.Cl, predict the reaction product. The product is: [CH3:13][N:14]([CH3:15])[S:8]([C:5]1[CH:6]=[CH:7][C:2]([CH3:1])=[CH:3][CH:4]=1)(=[O:10])=[O:9]. (4) Given the reactants [N+:1]([C:4]1[CH:11]=[CH:10][C:7]([CH2:8]Br)=[CH:6][CH:5]=1)([O-:3])=[O:2].C(=O)([O-])[O-].[K+].[K+].[I-].[Na+].CC1(C)CC1C(N[CH:27]1[CH2:32][CH2:31][NH:30][CH2:29][CH2:28]1)=O, predict the reaction product. The product is: [N+:1]([C:4]1[CH:11]=[CH:10][C:7]([CH2:8][N:30]2[CH2:31][CH2:32][CH2:27][CH2:28][CH2:29]2)=[CH:6][CH:5]=1)([O-:3])=[O:2].